The task is: Regression. Given a peptide amino acid sequence and an MHC pseudo amino acid sequence, predict their binding affinity value. This is MHC class I binding data.. This data is from Peptide-MHC class I binding affinity with 185,985 pairs from IEDB/IMGT. (1) The peptide sequence is QTDNQLAVF. The MHC is SLA-10401 with pseudo-sequence SLA-10401. The binding affinity (normalized) is 0.733. (2) The peptide sequence is EYKKSLYKF. The MHC is HLA-A11:01 with pseudo-sequence HLA-A11:01. The binding affinity (normalized) is 0.0847. (3) The peptide sequence is SLLFREVWK. The binding affinity (normalized) is 0.0847. The MHC is HLA-A02:16 with pseudo-sequence HLA-A02:16.